Predict which catalyst facilitates the given reaction. From a dataset of Catalyst prediction with 721,799 reactions and 888 catalyst types from USPTO. (1) Reactant: [NH:1]1[CH2:11][CH2:10][CH:4]([C:5]([O:7][CH2:8][CH3:9])=[O:6])[CH2:3][CH2:2]1.Br[C:13]1[CH:14]=[CH:15][C:16]([Cl:35])=[C:17]([C:19]2[N:23]([C:24]([O:26][C:27]([CH3:30])([CH3:29])[CH3:28])=[O:25])[C:22]3[CH:31]=[CH:32][CH:33]=[CH:34][C:21]=3[N:20]=2)[CH:18]=1.C1(P(C2C=CC=CC=2)C2C=CC3C(=CC=CC=3)C=2C2C3C(=CC=CC=3)C=CC=2P(C2C=CC=CC=2)C2C=CC=CC=2)C=CC=CC=1.C(=O)([O-])[O-].[Cs+].[Cs+]. Product: [C:27]([O:26][C:24]([N:23]1[C:22]2[CH:31]=[CH:32][CH:33]=[CH:34][C:21]=2[N:20]=[C:19]1[C:17]1[CH:18]=[C:13]([N:1]2[CH2:2][CH2:3][CH:4]([C:5]([O:7][CH2:8][CH3:9])=[O:6])[CH2:10][CH2:11]2)[CH:14]=[CH:15][C:16]=1[Cl:35])=[O:25])([CH3:30])([CH3:28])[CH3:29]. The catalyst class is: 222. (2) Reactant: [CH:1]1([N:6]2[C:14]3[CH:13]=[CH:12][N:11]=[C:10]([O:15][CH3:16])[C:9]=3[C:8]([C:17]3[CH:18]=[C:19]([C:22]([OH:24])=O)[S:20][CH:21]=3)=[N:7]2)[CH2:5][CH2:4][CH2:3][CH2:2]1.[CH:25]1([NH2:28])[CH2:27][CH2:26]1.CCN=C=NCCCN(C)C.Cl.C1C=CC2N(O)N=NC=2C=1. Product: [CH:1]1([N:6]2[C:14]3[CH:13]=[CH:12][N:11]=[C:10]([O:15][CH3:16])[C:9]=3[C:8]([C:17]3[CH:18]=[C:19]([C:22]([NH:28][CH:25]4[CH2:27][CH2:26]4)=[O:24])[S:20][CH:21]=3)=[N:7]2)[CH2:5][CH2:4][CH2:3][CH2:2]1. The catalyst class is: 18. (3) Reactant: [CH3:1][N:2]([CH2:10][CH2:11][C:12]1[CH:17]=[CH:16][CH:15]=[CH:14][CH:13]=1)[CH2:3][CH2:4][CH2:5][S:6][CH2:7][CH2:8][OH:9].C(N(CC)CC)C. Product: [CH3:1][N:2]([CH2:10][CH2:11][C:12]1[CH:17]=[CH:16][CH:15]=[CH:14][CH:13]=1)[CH2:3][CH2:4][CH2:5][S:6][CH2:7][CH:8]=[O:9]. The catalyst class is: 764. (4) Product: [CH3:1][O:2][C:3]([C:5]1[NH:6][CH:7]([C:14]2[CH:19]=[CH:18][C:17]([Cl:20])=[C:16]([O:21][CH3:22])[C:15]=2[F:23])[CH2:8][C:9](=[N:25][OH:26])[C:10]=1[Cl:11])=[O:4]. The catalyst class is: 5. Reactant: [CH3:1][O:2][C:3]([CH:5]1[C:10](Cl)([Cl:11])[C:9](=O)[CH2:8][CH:7]([C:14]2[CH:19]=[CH:18][C:17]([Cl:20])=[C:16]([O:21][CH3:22])[C:15]=2[F:23])[NH:6]1)=[O:4].Cl.[NH2:25][OH:26].N1C=CC=CC=1.